From a dataset of Experimentally validated miRNA-target interactions with 360,000+ pairs, plus equal number of negative samples. Binary Classification. Given a miRNA mature sequence and a target amino acid sequence, predict their likelihood of interaction. (1) The miRNA is hsa-miR-1225-5p with sequence GUGGGUACGGCCCAGUGGGGGG. The protein sequence of the target gene is MTLSTEMSDASGLAEETDIDVVGEGEDDEEEEDDDDEGGGGRGGGGSRLPSSAQRRRRSYAGEDDLEDLEEEDDDDLLLASRPAASPAPPGPAPAPGTGSGGCSGAGAGGGAGGGTGAGTGGGAKNPLVKPPYSYIALITMAILQSPKKRLTLSEICEFISSRFPYYREKFPAWQNSIRHNLSLNDCFVKIPREPGNPGKGNYWTLDPESADMFDNGSFLRRRKRFKRQPLLAPHAAAEALLLRGAGPAAGAGDPGAALFPPPPPPPACGYGAYGCAYGLQLPPCAPPSALFAAAAAAAA.... Result: 0 (no interaction). (2) The miRNA is hsa-let-7b-5p with sequence UGAGGUAGUAGGUUGUGUGGUU. The protein sequence of the target gene is MTNPKSGVAESAGLACSRAAAGENRMKDSENKGASSPDMEPSYGGGLFDMVKGGAGRLFSNLKDNLKDTLKDTSSRVIQSVSSYTKGDLDFTYVTSRIIVMSFPVDSVDIGFRNQVDDIRSFLDSRHLDHYTVYNLSPKSYRTAKFHSRVSECSWPIRQAPSLHNLFAVCRNMYNWLLQNPKNVCVVHCLDGRAASSILVGAMFIFCNLYSTPGPAVRLLYAKRPGIGLSPSHRRYLGYMCDLLADKPYRPHFKPLTIKAITVSPVPFFNKQRNGCRPYCDVLIGETKIYSTCTDFERMK.... Result: 0 (no interaction). (3) Result: 0 (no interaction). The protein sequence of the target gene is MAAAAAAAAEQQSSNGPVKKSMREKAVERRSVNKEHNSNFKAGYIPIDEDRLHKTGLRGRKGNLAICVIILLFILAVINLIITLVIWAVIRIGPNGCDSMEFHESGLLRFKQVSDMGVIHPLYKSTVGGRRNENLVITGNNQPIVFQQGTTKLSVENNKTSITSDIGMQFFDPRTQNILFSTDYETHEFHLPSGVKSLNVQKASTERITSNATSDLNIKVDGRAIVRGNEGVFIMGKTIEFHMGGNMELKAENSIILNGSVMVSTTRLPSSSSGDQLGSGDWVRYKLCMCADGTLFKVQV.... The miRNA is mmu-miR-30c-1-3p with sequence CUGGGAGAGGGUUGUUUACUCC. (4) The miRNA is cel-miR-261 with sequence UAGCUUUUUAGUUUUCACG. The protein sequence of the target gene is MKIFQRKMRYWLLPPFLAIVYFCTIVQGQVAPPTRLRYNVISHDSIQISWKAPRGKFGGYKLLVTPTSGGKTNQLNLQNTATKAIIQGLMPDQNYTVQIIAYNKDKESKPAQGQFRIKDLEKRKDPKPRVKVVDRGNGSRPSSPEEVKFVCQTPAIADIVILVDGSWSIGRFNFRLVRHFLENLVTAFDVGSEKTRIGLAQYSGDPRIEWHLNAFSTKDEVIEAVRNLPYKGGNTLTGLALNYIFENSFKPEAGSRTGVSKIGILITDGKSQDDIIPPSRNLRESGVELFAIGVKNADVN.... Result: 0 (no interaction). (5) The miRNA is hsa-miR-3121-3p with sequence UAAAUAGAGUAGGCAAAGGACA. The protein sequence of the target gene is MPRPGRNTYSDQKPPYSYISLTAMAIQSSPEKMLPLSEIYKFIMDRFPYYRENTQRWQNSLRHNLSFNDCFIKIPRRPDQPGKGSFWALHPSCGDMFENGSFLRRRKRFKVLKSDHLAPSKPADAAQYLQQQAKLRLSALAASGTHLPQMPAAAYNLGGVAQPSGFKHPFAIENIIAREYKMPGGLAFSAMQPVPAAYPLPNQLTTMGSSLGTGWPHVYGSAGMIDSATPISMASGDYSAYGVPLKPLCHAAGQTLPAIPVPIKPTPAAVPALPALPAPIPTLLSNSPPSLSPTSSQTAT.... Result: 1 (interaction). (6) The miRNA is mmu-miR-338-5p with sequence AACAAUAUCCUGGUGCUGAGUG. The protein sequence of the target gene is MAGHGWGTAWVLVAAATLLHAGGLAQGDCWLIEGDKGFVWLAICSQNQPPYEAIPQQINNTIVDLRLNENRIRSVQYASLSRFGNLTYLNLTKNEIGYIEDGAFSGQFNLQVLQLGYNRLRNLTEGMLRGLSKLEYLYLQANLIEVVMASAFWECPNIVNIDLSMNRIQQLGSGTFAGLTKLSVCEIYSNPFYCSCELLGFLRWLAAFTNATQTHDRVQCESPPVYAGYFLLGQGRHGHQRSILSKLQSVCTEGSYTAEVLGPPRPVPGRSQPGHSPPPPPPEPSDMPCADDECFSGDGT.... Result: 1 (interaction).